From a dataset of TCR-epitope binding with 47,182 pairs between 192 epitopes and 23,139 TCRs. Binary Classification. Given a T-cell receptor sequence (or CDR3 region) and an epitope sequence, predict whether binding occurs between them. (1) The epitope is YLQPRTFLL. The TCR CDR3 sequence is CAAQNLNTGELFF. Result: 1 (the TCR binds to the epitope). (2) The epitope is MMISAGFSL. The TCR CDR3 sequence is CASSLGGELDYEQYF. Result: 0 (the TCR does not bind to the epitope). (3) The epitope is RLDKVEAEV. The TCR CDR3 sequence is CASSLGLAGGNEQFF. Result: 0 (the TCR does not bind to the epitope).